Dataset: Reaction yield outcomes from USPTO patents with 853,638 reactions. Task: Predict the reaction yield, written as a fraction of the theoretical maximum amount of product (1.0 means a 100% yield; for example, 0.34 means a 34% yield). (1) The reactants are Cl.[CH3:2][C@@H:3]1[CH2:8][CH2:7][NH:6][CH2:5][C@@H:4]1[N:9]1[C:18]2[C:13](=[CH:14][N:15]=[C:16]3[NH:21][CH:20]=[CH:19][C:17]3=2)[C:12](=[O:22])[CH:11]=[CH:10]1.[F:23][C:24]1[C:31]([F:32])=[CH:30][CH:29]=[CH:28][C:25]=1[CH:26]=O.B.N1C=CC=CC=1C.C(=O)([O-])O.[Na+].[OH-].[Na+]. The catalyst is CO.C(O)(=O)C. The product is [F:23][C:24]1[C:31]([F:32])=[CH:30][CH:29]=[CH:28][C:25]=1[CH2:26][N:6]1[CH2:7][CH2:8][C@@H:3]([CH3:2])[C@@H:4]([N:9]2[C:18]3[C:13](=[CH:14][N:15]=[C:16]4[NH:21][CH:20]=[CH:19][C:17]4=3)[C:12](=[O:22])[CH:11]=[CH:10]2)[CH2:5]1. The yield is 0.260. (2) The reactants are C[Si](C)(C)[C:3]1[CH:10]=[CH:9][C:6](C=O)=[C:5]([C:11]#[CH:12])[CH:4]=1.[C:15](=[O:18])([O-])[O-].[Na+].[Na+]. The catalyst is CO. The product is [C:11]([C:5]1[CH:6]=[CH:9][C:10]([CH:15]=[O:18])=[CH:3][CH:4]=1)#[CH:12]. The yield is 0.990. (3) The product is [NH:23]1[CH:24]=[N:25][C:21]([C:18]2[CH:19]=[C:20]3[C:15](=[CH:16][CH:17]=2)[NH:14][N:13]=[C:12]3[C:8]2[CH:7]=[C:6]([NH:5][S:2]([CH3:1])(=[O:3])=[O:4])[CH:11]=[CH:10][CH:9]=2)=[N:22]1. The catalyst is O1CCOCC1.Cl. The yield is 0.710. The reactants are [CH3:1][S:2]([NH:5][C:6]1[CH:11]=[CH:10][CH:9]=[C:8]([C:12]2[C:20]3[C:15](=[CH:16][CH:17]=[C:18]([C:21]4[N:25]=[CH:24][N:23](C(C5C=CC=CC=5)(C5C=CC=CC=5)C5C=CC=CC=5)[N:22]=4)[CH:19]=3)[N:14](C3CCCCO3)[N:13]=2)[CH:7]=1)(=[O:4])=[O:3]. (4) The reactants are [CH3:1][O:2][C:3]1[CH:4]=[C:5]([CH:34]=[CH:35][C:36]=1[O:37][CH2:38][C:39]1[CH:40]=[N:41][C:42]([O:45][CH3:46])=[CH:43][CH:44]=1)[CH2:6][N:7]1[C:11]2[CH:12]=[CH:13][C:14]([C:16]3[O:20][C:19]([CH:21]4[CH2:26][CH2:25][N:24](C(OC(C)(C)C)=O)[CH2:23][CH2:22]4)=[N:18][N:17]=3)=[CH:15][C:10]=2[N:9]=[CH:8]1.FC(F)(F)C(O)=O. The catalyst is ClCCl. The product is [CH3:1][O:2][C:3]1[CH:4]=[C:5]([CH:34]=[CH:35][C:36]=1[O:37][CH2:38][C:39]1[CH:40]=[N:41][C:42]([O:45][CH3:46])=[CH:43][CH:44]=1)[CH2:6][N:7]1[C:11]2[CH:12]=[CH:13][C:14]([C:16]3[O:20][C:19]([CH:21]4[CH2:26][CH2:25][NH:24][CH2:23][CH2:22]4)=[N:18][N:17]=3)=[CH:15][C:10]=2[N:9]=[CH:8]1. The yield is 0.140. (5) The reactants are [OH:1][C:2]1[CH:3]=[CH:4][C:5]([CH3:8])=[N:6][CH:7]=1.[Br:9]Br. The catalyst is N1C=CC=CC=1. The product is [Br:9][C:7]1[C:2]([OH:1])=[CH:3][CH:4]=[C:5]([CH3:8])[N:6]=1. The yield is 0.531.